Dataset: CYP1A2 inhibition data for predicting drug metabolism from PubChem BioAssay. Task: Regression/Classification. Given a drug SMILES string, predict its absorption, distribution, metabolism, or excretion properties. Task type varies by dataset: regression for continuous measurements (e.g., permeability, clearance, half-life) or binary classification for categorical outcomes (e.g., BBB penetration, CYP inhibition). Dataset: cyp1a2_veith. (1) The compound is C/C(CCN1CCCCc2nc(C)c(C)cc21)=N\O[C@@H](C)CN1CCCc2nc(C)c(C)cc21. The result is 0 (non-inhibitor). (2) The compound is O=C(Nc1cccn2ncnc12)c1ccc(Cl)cc1Cl. The result is 0 (non-inhibitor). (3) The molecule is O=C1NC(=O)N(CCNc2ncc(C(F)(F)F)cc2Cl)C(=O)C1/C=N/OCc1c(F)cccc1Cl. The result is 0 (non-inhibitor). (4) The result is 1 (inhibitor). The compound is COc1c2occc2c(OC)c2c(=O)cc(C)oc12.